This data is from Full USPTO retrosynthesis dataset with 1.9M reactions from patents (1976-2016). The task is: Predict the reactants needed to synthesize the given product. (1) Given the product [CH2:25]([O:24][C@H:22]1[CH2:21][N:20]([C:28]([O:30][C:31]([CH3:34])([CH3:33])[CH3:32])=[O:29])[C@@H:19]([C@@H:10]([O:11][Si:12]([C:15]([CH3:17])([CH3:18])[CH3:16])([CH3:13])[CH3:14])[C@@H:6]([C:7]([O:9][CH2:43][C:42]2[CH:78]=[CH:79][CH:80]=[CH:40][CH:41]=2)=[O:8])[CH2:5][C:4]2[CH:35]=[C:36]([F:38])[CH:37]=[C:2]([F:1])[CH:3]=2)[CH2:23]1)[CH:26]=[CH2:27], predict the reactants needed to synthesize it. The reactants are: [F:1][C:2]1[CH:3]=[C:4]([CH:35]=[C:36]([F:38])[CH:37]=1)[CH2:5][C@@H:6]([C@@H:10]([C@H:19]1[CH2:23][C@@H:22]([O:24][CH2:25][CH:26]=[CH2:27])[CH2:21][N:20]1[C:28]([O:30][C:31]([CH3:34])([CH3:33])[CH3:32])=[O:29])[O:11][Si:12]([C:15]([CH3:18])([CH3:17])[CH3:16])([CH3:14])[CH3:13])[C:7]([OH:9])=[O:8].F[C:40]1[CH:41]=[C:42]([CH:78]=[C:79](F)[CH:80]=1)[CH2:43][C@H](C(N1[C@@H]([CH2:43][C:42]2[CH:78]=[CH:79][CH:80]=[CH:40][CH:41]=2)COC1=O)=O)[C@@H]([C@H]1C[C@@H](OCC=C)CN1C(OC(C)(C)C)=O)O.CCN(C(C)C)C(C)C.O([Si](C(C)(C)C)(C)C)S(C(F)(F)F)(=O)=O.OO.[OH-].[Li+]. (2) Given the product [Cl:21][C:19]1[CH:18]=[CH:17][C:3]2[C:4](=[O:5])[N:6]([CH3:7])[CH2:8][CH:9]([C:10]3[CH:15]=[CH:14][CH:13]=[CH:12][CH:11]=3)[O:16][C:2]=2[N:20]=1, predict the reactants needed to synthesize it. The reactants are: Cl[C:2]1[N:20]=[C:19]([Cl:21])[CH:18]=[CH:17][C:3]=1[C:4]([N:6]([CH2:8][CH:9]([OH:16])[C:10]1[CH:15]=[CH:14][CH:13]=[CH:12][CH:11]=1)[CH3:7])=[O:5].[H-].[Na+]. (3) The reactants are: [H-].[Al+3].[Li+].[H-].[H-].[H-].[CH2:7]([O:10][C:11]1[CH:18]=[CH:17][C:14]([CH:15]=[O:16])=[C:13]([CH3:19])[CH:12]=1)[CH:8]=[CH2:9].[Cl-].[NH4+].Cl. Given the product [CH2:7]([O:10][C:11]1[CH:18]=[CH:17][C:14]([CH2:15][OH:16])=[C:13]([CH3:19])[CH:12]=1)[CH:8]=[CH2:9], predict the reactants needed to synthesize it. (4) Given the product [C:1]([C:5]1[CH:10]=[CH:9][C:8]([C:11]2[CH:19]=[CH:18][CH:17]=[C:16]3[C:12]=2[CH2:13][CH:14]([CH2:21][C:22]2([CH3:28])[CH2:23][CH2:24][CH2:25][CH2:26][CH2:27]2)[C:15]3=[O:20])=[CH:7][CH:6]=1)([CH3:4])([CH3:2])[CH3:3], predict the reactants needed to synthesize it. The reactants are: [C:1]([C:5]1[CH:10]=[CH:9][C:8]([C:11]2[CH:19]=[CH:18][CH:17]=[C:16]3[C:12]=2[CH2:13][C:14](=[CH:21][C:22]2([CH3:28])[CH2:27][CH2:26][CH2:25][CH2:24][CH2:23]2)[C:15]3=[O:20])=[CH:7][CH:6]=1)([CH3:4])([CH3:3])[CH3:2].[H][H].